Task: Regression. Given a peptide amino acid sequence and an MHC pseudo amino acid sequence, predict their binding affinity value. This is MHC class I binding data.. Dataset: Peptide-MHC class I binding affinity with 185,985 pairs from IEDB/IMGT The peptide sequence is SEAQMSIQLI. The MHC is HLA-B18:01 with pseudo-sequence HLA-B18:01. The binding affinity (normalized) is 0.118.